From a dataset of Forward reaction prediction with 1.9M reactions from USPTO patents (1976-2016). Predict the product of the given reaction. (1) Given the reactants [Li][CH2:2][CH2:3][CH2:4][CH3:5].[C:6]1([C:12]2[N:16]=[CH:15][N:14]([C:17]([C:30]3[CH:35]=[CH:34][CH:33]=[CH:32][CH:31]=3)([C:24]3[CH:29]=[CH:28][CH:27]=[CH:26][CH:25]=3)[C:18]3[CH:23]=[CH:22][CH:21]=[CH:20][CH:19]=3)[N:13]=2)[CH:11]=[CH:10][CH:9]=[CH:8][CH:7]=1.C(C1C=[C:40]([CH:51]=[CH:52]C=1)/[CH:41]=[N:42]/[C:43]1[CH:50]=[CH:49][C:46]([C:47]#[N:48])=[CH:45][CH:44]=1)C.[Cl-].[NH4+].[CH2:56]1COCC1, predict the reaction product. The product is: [CH2:4]([C:3]1[CH:2]=[C:41]([N:42]([CH2:56][C:15]2[N:14]([C:17]([C:30]3[CH:31]=[CH:32][CH:33]=[CH:34][CH:35]=3)([C:18]3[CH:23]=[CH:22][CH:21]=[CH:20][CH:19]=3)[C:24]3[CH:25]=[CH:26][CH:27]=[CH:28][CH:29]=3)[N:13]=[C:12]([C:6]3[CH:11]=[CH:10][CH:9]=[CH:8][CH:7]=3)[N:16]=2)[C:43]2[CH:44]=[CH:45][C:46]([C:47]#[N:48])=[CH:49][CH:50]=2)[CH:40]=[CH:51][CH:52]=1)[CH3:5]. (2) Given the reactants [C:1]([O:5][C:6](=[O:21])[NH:7][C:8]1[CH:13]=[CH:12][C:11]([CH:14]2[CH2:19][NH:18][C:17](=[O:20])[NH:16][CH2:15]2)=[CH:10][CH:9]=1)([CH3:4])([CH3:3])[CH3:2].C1C(=O)N([Br:29])C(=O)C1, predict the reaction product. The product is: [C:1]([O:5][C:6](=[O:21])[NH:7][C:8]1[CH:9]=[CH:10][C:11]([CH:14]2[CH2:19][NH:18][C:17](=[O:20])[NH:16][CH2:15]2)=[CH:12][C:13]=1[Br:29])([CH3:4])([CH3:2])[CH3:3]. (3) Given the reactants [F:1][C:2]1[C:7]([O:8][CH3:9])=[C:6]([N+:10]([O-])=O)[CH:5]=[CH:4][C:3]=1[N:13]1[CH2:18][CH2:17][N:16]([C:19](=[O:21])[CH3:20])[CH2:15][CH2:14]1, predict the reaction product. The product is: [NH2:10][C:6]1[CH:5]=[CH:4][C:3]([N:13]2[CH2:14][CH2:15][N:16]([C:19](=[O:21])[CH3:20])[CH2:17][CH2:18]2)=[C:2]([F:1])[C:7]=1[O:8][CH3:9]. (4) Given the reactants [CH3:1][O:2][CH2:3][CH2:4][O:5][C:6]1[CH:7]=[C:8]([NH2:20])[C:9](=[CH:13][C:14]=1[O:15][CH2:16][CH2:17][O:18][CH3:19])[C:10](O)=[O:11].[CH:21]([O-])([O-])OC.C([O-])(=O)C.[NH4+:30], predict the reaction product. The product is: [CH3:19][O:18][CH2:17][CH2:16][O:15][C:14]1[CH:13]=[C:9]2[C:8](=[CH:7][C:6]=1[O:5][CH2:4][CH2:3][O:2][CH3:1])[N:20]=[CH:21][NH:30][C:10]2=[O:11]. (5) The product is: [Br:1][C:2]1([F:10])[CH:9]=[CH:8][CH:7]=[CH:6][CH:3]1[CH:4]=[N:41][C:15]([O:14][Si:21]([CH3:28])([CH3:27])[CH3:20])=[CH2:16]. Given the reactants [Br:1][C:2]1([F:10])[CH:9]=[CH:8][CH:7]=[CH:6][CH:3]1[CH:4]=O.ClC1C=[C:14](C=CC=1)[CH:15]=[O:16].[CH3:20][Si:21]([CH3:28])([CH3:27])N[Si:21]([CH3:28])([CH3:27])[CH3:20].C([Li])CCC.C[Si](Cl)(C)C.C([N:41](CC)CC)C.C(Cl)(=O)C, predict the reaction product.